Dataset: Full USPTO retrosynthesis dataset with 1.9M reactions from patents (1976-2016). Task: Predict the reactants needed to synthesize the given product. (1) Given the product [O:1]=[C:2]1[NH:6][CH:5]([C:7]([O:9][CH3:10])=[O:8])[CH:4]([C:11]2[C:12]([O:21][CH3:22])=[CH:13][C:14]([O:19][CH3:20])=[CH:15][C:16]=2[O:17][CH3:18])[CH2:3]1, predict the reactants needed to synthesize it. The reactants are: [O:1]=[C:2]1[NH:6][CH:5]([C:7]([O:9][CH3:10])=[O:8])[CH:4]([C:11]2[C:16]([O:17][CH3:18])=[CH:15][C:14]([O:19][CH3:20])=[CH:13][C:12]=2[O:21][CH3:22])[CH:3]1C(OC)=O.[Cl-].[Na+].O. (2) Given the product [NH2:25][C:26]1[CH:27]=[C:28]([O:33][CH3:34])[CH:29]=[CH:30][C:31]=1[NH:32][C:14]([C@@H:10]1[CH2:11][CH2:12][CH2:13][N:9]1[C:7](=[O:8])[C:6]1[CH:17]=[C:2]([CH3:1])[CH:3]=[CH:4][C:5]=1[N:18]1[N:19]=[CH:20][CH:21]=[N:22]1)=[O:16], predict the reactants needed to synthesize it. The reactants are: [CH3:1][C:2]1[CH:3]=[CH:4][C:5]([N:18]2[N:22]=[CH:21][CH:20]=[N:19]2)=[C:6]([CH:17]=1)[C:7]([N:9]1[CH2:13][CH2:12][CH2:11][C@H:10]1[C:14]([OH:16])=O)=[O:8].Cl.Cl.[NH2:25][C:26]1[CH:27]=[C:28]([O:33][CH3:34])[CH:29]=[CH:30][C:31]=1[NH2:32].CCN(C(C)C)C(C)C.CN(C(ON1N=NC2C=CC=NC1=2)=[N+](C)C)C.F[P-](F)(F)(F)(F)F. (3) Given the product [N:22]1[CH:27]=[C:26]([C:2]2[N:7]=[C:6]([C:8]([NH:10][C:11]3[CH:16]=[CH:15][C:14]([O:17][C:18]([F:21])([F:20])[F:19])=[CH:13][CH:12]=3)=[O:9])[CH:5]=[CH:4][CH:3]=2)[CH:25]=[N:24][CH:23]=1, predict the reactants needed to synthesize it. The reactants are: Br[C:2]1[N:7]=[C:6]([C:8]([NH:10][C:11]2[CH:16]=[CH:15][C:14]([O:17][C:18]([F:21])([F:20])[F:19])=[CH:13][CH:12]=2)=[O:9])[CH:5]=[CH:4][CH:3]=1.[N:22]1[CH:27]=[C:26](B(O)O)[CH:25]=[N:24][CH:23]=1. (4) Given the product [Br:1][C:2]1[C:3]([N:20]=[C:27]=[O:28])=[CH:4][C:5]([O:9][CH2:10][CH2:11][O:12][Si:13]([C:16]([CH3:17])([CH3:19])[CH3:18])([CH3:14])[CH3:15])=[C:6]([Cl:8])[CH:7]=1, predict the reactants needed to synthesize it. The reactants are: [Br:1][C:2]1[CH:7]=[C:6]([Cl:8])[C:5]([O:9][CH2:10][CH2:11][O:12][Si:13]([C:16]([CH3:19])([CH3:18])[CH3:17])([CH3:15])[CH3:14])=[CH:4][C:3]=1[NH2:20].N1C=CC=CC=1.[C:27](Cl)(Cl)=[O:28]. (5) Given the product [C:23]([C:15]1[C:14]([NH:13][C:8]([C:5]2[S:6][CH:7]=[C:3]([C:2]([F:1])([F:12])[F:11])[N:4]=2)=[O:10])=[C:19]([Cl:20])[C:18]([O:21][CH3:22])=[CH:17][CH:16]=1)(=[O:25])[CH3:24], predict the reactants needed to synthesize it. The reactants are: [F:1][C:2]([F:12])([F:11])[C:3]1[N:4]=[C:5]([C:8]([OH:10])=O)[S:6][CH:7]=1.[NH2:13][C:14]1[C:19]([Cl:20])=[C:18]([O:21][CH3:22])[CH:17]=[CH:16][C:15]=1[C:23](=[O:25])[CH3:24].C(C1C=CC(OC)=CC=1NC(C1SC=C(C(C)C)N=1)=O)(=O)C.